Dataset: Full USPTO retrosynthesis dataset with 1.9M reactions from patents (1976-2016). Task: Predict the reactants needed to synthesize the given product. Given the product [NH2:1][C:2]1[N:3]([CH3:20])[C:4](=[O:19])[C:5]2([N:18]=1)[C:14]1[N:13]=[C:12]([C:26]3[CH:25]=[CH:24][CH:23]=[C:22]([Cl:21])[CH:27]=3)[CH:11]=[CH:10][C:9]=1[CH2:8][C:7]([CH3:17])([CH3:16])[CH2:6]2, predict the reactants needed to synthesize it. The reactants are: [NH2:1][C:2]1[N:3]([CH3:20])[C:4](=[O:19])[C:5]2([N:18]=1)[C:14]1[N:13]=[C:12](Br)[CH:11]=[CH:10][C:9]=1[CH2:8][C:7]([CH3:17])([CH3:16])[CH2:6]2.[Cl:21][C:22]1[CH:23]=[C:24](B(O)O)[CH:25]=[CH:26][CH:27]=1.C([O-])([O-])=O.[Na+].[Na+].